This data is from Catalyst prediction with 721,799 reactions and 888 catalyst types from USPTO. The task is: Predict which catalyst facilitates the given reaction. (1) Reactant: [CH2:1]([S:4](Cl)(=[O:6])=[O:5])[CH2:2][CH3:3].N1C=CC=CC=1.[NH:14]1[CH:18]=[C:17]([CH:19]2[CH2:28][CH2:27][CH2:26][C:25]3[C:24]([NH2:29])=[CH:23][CH:22]=[CH:21][C:20]2=3)[N:16]=[CH:15]1.C(O)C(N)(CO)CO. Product: [NH:16]1[C:17]([CH:19]2[CH2:28][CH2:27][CH2:26][C:25]3[C:24]([NH:29][S:4]([CH2:1][CH2:2][CH3:3])(=[O:6])=[O:5])=[CH:23][CH:22]=[CH:21][C:20]2=3)=[CH:18][N:14]=[CH:15]1. The catalyst class is: 4. (2) Reactant: [CH3:1][C:2]([CH3:37])([CH3:36])[CH2:3][C:4]([NH:6][C:7]1[CH:8]=[C:9]2[C:13](=[CH:14][CH:15]=1)[N:12]([CH2:16][C:17]1[CH:22]=[CH:21][CH:20]=[CH:19][C:18]=1[F:23])[C:11]([C:24]([NH:26][C:27]1[CH:28]=[C:29]([CH:33]=[CH:34][CH:35]=1)[C:30](O)=[O:31])=[O:25])=[CH:10]2)=[O:5].CN(C)CCCN=C=NCC.Cl.[C:50]([NH2:54])([CH3:53])([CH3:52])[CH3:51]. Product: [C:50]([NH:54][C:30]([C:29]1[CH:28]=[C:27]([NH:26][C:24]([C:11]2[N:12]([CH2:16][C:17]3[CH:22]=[CH:21][CH:20]=[CH:19][C:18]=3[F:23])[C:13]3[C:9]([CH:10]=2)=[CH:8][C:7]([NH:6][C:4](=[O:5])[CH2:3][C:2]([CH3:36])([CH3:1])[CH3:37])=[CH:15][CH:14]=3)=[O:25])[CH:35]=[CH:34][CH:33]=1)=[O:31])([CH3:53])([CH3:52])[CH3:51]. The catalyst class is: 119. (3) Reactant: [N:1]#[C:2][NH2:3].[Na].[CH:5]1([C:11]2[CH:21]=[CH:20][C:14]([O:15][CH2:16][CH:17]3[CH2:19][O:18]3)=[CH:13][CH:12]=2)[CH2:10][CH2:9][CH2:8][CH2:7][CH2:6]1. Product: [CH:5]1([C:11]2[CH:12]=[CH:13][C:14]([O:15][CH2:16][C@H:17]3[O:18][C:2]([NH2:3])=[N:1][CH2:19]3)=[CH:20][CH:21]=2)[CH2:6][CH2:7][CH2:8][CH2:9][CH2:10]1. The catalyst class is: 5. (4) Reactant: O[CH2:2][CH2:3][CH:4]1[CH2:9][CH2:8][N:7]([C:10](=[O:12])[CH3:11])[CH2:6][CH2:5]1.C(Br)(Br)(Br)[Br:14].C1(P(C2C=CC=CC=2)C2C=CC=CC=2)C=CC=CC=1.N1C=CN=C1. Product: [Br:14][CH2:2][CH2:3][CH:4]1[CH2:9][CH2:8][N:7]([C:10](=[O:12])[CH3:11])[CH2:6][CH2:5]1. The catalyst class is: 4.